From a dataset of NCI-60 drug combinations with 297,098 pairs across 59 cell lines. Regression. Given two drug SMILES strings and cell line genomic features, predict the synergy score measuring deviation from expected non-interaction effect. (1) Drug 1: CC1=C2C(C(=O)C3(C(CC4C(C3C(C(C2(C)C)(CC1OC(=O)C(C(C5=CC=CC=C5)NC(=O)OC(C)(C)C)O)O)OC(=O)C6=CC=CC=C6)(CO4)OC(=O)C)O)C)O. Drug 2: C1=CC=C(C(=C1)C(C2=CC=C(C=C2)Cl)C(Cl)Cl)Cl. Cell line: K-562. Synergy scores: CSS=39.5, Synergy_ZIP=24.1, Synergy_Bliss=17.4, Synergy_Loewe=23.5, Synergy_HSA=13.7. (2) Drug 1: C1CCN(CC1)CCOC2=CC=C(C=C2)C(=O)C3=C(SC4=C3C=CC(=C4)O)C5=CC=C(C=C5)O. Drug 2: CC1=CC=C(C=C1)C2=CC(=NN2C3=CC=C(C=C3)S(=O)(=O)N)C(F)(F)F. Cell line: CAKI-1. Synergy scores: CSS=3.47, Synergy_ZIP=-0.695, Synergy_Bliss=0.726, Synergy_Loewe=1.39, Synergy_HSA=0.0377. (3) Drug 1: C1=CN(C=N1)CC(O)(P(=O)(O)O)P(=O)(O)O. Drug 2: CN(CCCl)CCCl.Cl. Cell line: U251. Synergy scores: CSS=3.96, Synergy_ZIP=11.7, Synergy_Bliss=17.7, Synergy_Loewe=-9.67, Synergy_HSA=-0.914.